Predict the reactants needed to synthesize the given product. From a dataset of Full USPTO retrosynthesis dataset with 1.9M reactions from patents (1976-2016). (1) Given the product [NH2:1][CH:2]1[CH2:7][CH2:6][NH:5][CH2:4][C:3]1([CH3:16])[CH3:15], predict the reactants needed to synthesize it. The reactants are: [NH2:1][CH:2]1[CH2:7][CH2:6][N:5](CC2C=CC=CC=2)[CH2:4][C:3]1([CH3:16])[CH3:15]. (2) Given the product [CH:5]1([NH:8][C:11](=[O:10])[C:12]2[CH:17]=[CH:16][C:15]([NH:18][CH2:19][C:20]3[C:21]([C:26]4[CH:27]=[CH:28][C:29]([F:32])=[CH:30][CH:31]=4)=[N:22][O:23][C:24]=3[CH3:25])=[N:14][CH:13]=2)[CH2:7][CH2:6]1, predict the reactants needed to synthesize it. The reactants are: C[Al](C)C.[CH:5]1([NH2:8])[CH2:7][CH2:6]1.C[O:10][C:11](=O)[C:12]1[CH:17]=[CH:16][C:15]([NH:18][CH2:19][C:20]2[C:21]([C:26]3[CH:31]=[CH:30][C:29]([F:32])=[CH:28][CH:27]=3)=[N:22][O:23][C:24]=2[CH3:25])=[N:14][CH:13]=1.C(C(C(C([O-])=O)O)O)([O-])=O.[K+].[Na+]. (3) The reactants are: [NH:1]([C:15]([O:17][C:18]([CH3:21])([CH3:20])[CH3:19])=[O:16])[C@H:2]([C:12]([OH:14])=O)[CH2:3][C:4]1[CH:9]=[CH:8][C:7]([F:10])=[C:6]([F:11])[CH:5]=1.Cl.Cl.[NH2:24][CH2:25][C:26]1[CH:27]=[CH:28][C:29]([NH2:32])=[N:30][CH:31]=1.C1C=CC2N(O)N=NC=2C=1.CCN=C=NCCCN(C)C.Cl.C(N(C(C)C)CC)(C)C. Given the product [C:18]([O:17][C:15](=[O:16])[NH:1][C@H:2]([C:12](=[O:14])[NH:24][CH2:25][C:26]1[CH:31]=[N:30][C:29]([NH2:32])=[CH:28][CH:27]=1)[CH2:3][C:4]1[CH:9]=[CH:8][C:7]([F:10])=[C:6]([F:11])[CH:5]=1)([CH3:21])([CH3:20])[CH3:19], predict the reactants needed to synthesize it. (4) Given the product [N+:1]([C:4]1[CH:5]=[CH:6][C:7]2[N:8]([CH2:36][CH:37]3[CH2:39][O:38]3)[C:9]3[C:14]([C:15]=2[CH:16]=1)=[CH:13][CH:12]=[CH:11][CH:10]=3)([O-:3])=[O:2], predict the reactants needed to synthesize it. The reactants are: [N+:1]([C:4]1[CH:5]=[CH:6][C:7]2[NH:8][C:9]3[C:14]([C:15]=2[CH:16]=1)=[CH:13][CH:12]=[CH:11][CH:10]=3)([O-:3])=[O:2].C1C=CC(P(C2C=CC=CC=2)C2C=CC=CC=2)=CC=1.[CH3:36][CH2:37][O:38][C:39](/N=N/[C:39]([O:38][CH2:37][CH3:36])=O)=O. (5) Given the product [C:2]([C:6]1[CH:11]=[CH:10][N:9]=[C:8]([C:12]([N:16]2[CH2:21][CH2:20][O:19][CH2:18][CH2:17]2)=[O:14])[CH:7]=1)([CH3:3])([CH3:4])[CH3:5], predict the reactants needed to synthesize it. The reactants are: Cl.[C:2]([C:6]1[CH:11]=[CH:10][N:9]=[C:8]([C:12]([OH:14])=O)[CH:7]=1)([CH3:5])([CH3:4])[CH3:3].C[N:16]1[CH2:21][CH2:20][O:19][CH2:18][CH2:17]1.C1COCC1.N1CCOCC1.